Task: Predict the reaction yield, written as a fraction of the theoretical maximum amount of product (1.0 means a 100% yield; for example, 0.34 means a 34% yield).. Dataset: Reaction yield outcomes from USPTO patents with 853,638 reactions (1) The reactants are [CH2:1]([O:8][C:9]1[CH:10]=[C:11]([CH:14]=[CH:15][C:16]=1[O:17][CH3:18])[CH:12]=O)[C:2]1[CH:7]=[CH:6][CH:5]=[CH:4][CH:3]=1.C([O-])(=O)C.[NH4+].[N+:24]([CH2:27][CH3:28])([O-:26])=[O:25]. No catalyst specified. The product is [CH2:1]([O:8][C:9]1[CH:10]=[C:11](/[CH:12]=[C:27](/[N+:24]([O-:26])=[O:25])\[CH3:28])[CH:14]=[CH:15][C:16]=1[O:17][CH3:18])[C:2]1[CH:7]=[CH:6][CH:5]=[CH:4][CH:3]=1. The yield is 0.630. (2) The reactants are [CH3:1][N:2]1[C:7](=[O:8])[C:6]([NH:9][C:10]2[CH:18]=[C:13]3[CH2:14][O:15][CH2:16][CH2:17][N:12]3[N:11]=2)=[CH:5][C:4]([C:19]2[C:24]([CH:25]=[O:26])=[C:23]([N:27]3[CH2:38][CH2:37][N:36]4[C:29](=[CH:30][C:31]5[CH2:32][C:33]([CH3:40])([CH3:39])[CH2:34][C:35]=54)[C:28]3=[O:41])[N:22]=[CH:21][CH:20]=2)=[CH:3]1.[BH4-].[Na+]. The catalyst is CO. The product is [N:11]1[N:12]2[C:13]([CH2:14][O:15][CH2:16][CH2:17]2)=[CH:18][C:10]=1[NH:9][C:6]1[C:7](=[O:8])[N:2]([CH3:1])[CH:3]=[C:4]([C:19]2[CH:20]=[CH:21][N:22]=[C:23]([N:27]3[CH2:38][CH2:37][N:36]4[C:35]5[CH2:34][C:33]([CH3:40])([CH3:39])[CH2:32][C:31]=5[CH:30]=[C:29]4[C:28]3=[O:41])[C:24]=2[CH2:25][OH:26])[CH:5]=1. The yield is 0.210. (3) The yield is 0.320. The reactants are [CH2:1]([NH:5][C:6]1[N:11]=[C:10]([C:12]2[C:13]([C:22]3[CH:27]=[CH:26][C:25]([F:28])=[CH:24][CH:23]=3)=[N:14][N:15]3[C:20](Cl)=[CH:19][CH:18]=[CH:17][C:16]=23)[CH:9]=[CH:8][N:7]=1)[CH2:2][CH2:3][CH3:4].[CH3:29][Zn]C. The product is [CH2:1]([NH:5][C:6]1[N:11]=[C:10]([C:12]2[C:13]([C:22]3[CH:27]=[CH:26][C:25]([F:28])=[CH:24][CH:23]=3)=[N:14][N:15]3[C:20]([CH3:29])=[CH:19][CH:18]=[CH:17][C:16]=23)[CH:9]=[CH:8][N:7]=1)[CH2:2][CH2:3][CH3:4]. The catalyst is O1CCCC1.C1C=CC([P]([Pd]([P](C2C=CC=CC=2)(C2C=CC=CC=2)C2C=CC=CC=2)([P](C2C=CC=CC=2)(C2C=CC=CC=2)C2C=CC=CC=2)[P](C2C=CC=CC=2)(C2C=CC=CC=2)C2C=CC=CC=2)(C2C=CC=CC=2)C2C=CC=CC=2)=CC=1. (4) The reactants are [C:1]([O:7][C:8]1[CH:13]=[CH:12][CH:11]=[C:10]([CH2:14]O)[CH:9]=1)(=[O:6])[C:2]([CH3:5])([CH3:4])[CH3:3].N1C=CN=C1.C1(P(C2C=CC=CC=2)C2C=CC=CC=2)C=CC=CC=1.[Br:40]Br. The catalyst is ClCCl. The product is [C:1]([O:7][C:8]1[CH:13]=[CH:12][CH:11]=[C:10]([CH2:14][Br:40])[CH:9]=1)(=[O:6])[C:2]([CH3:5])([CH3:4])[CH3:3]. The yield is 0.830. (5) The reactants are [CH:1]1([C:5]2[NH:13][C:12]3[C:11](=[O:14])[NH:10]/[C:9](=[N:15]\[NH2:16])/[N:8]([CH2:17][CH2:18][CH2:19][CH2:20][CH3:21])[C:7]=3[N:6]=2)[CH2:4][CH2:3][CH2:2]1.[C:22](OCC)(OCC)(OCC)[CH3:23]. No catalyst specified. The product is [CH:1]1([C:5]2[NH:13][C:12]3[C:11](=[O:14])[N:10]4[C:22]([CH3:23])=[N:16][N:15]=[C:9]4[N:8]([CH2:17][CH2:18][CH2:19][CH2:20][CH3:21])[C:7]=3[N:6]=2)[CH2:2][CH2:3][CH2:4]1. The yield is 0.0920. (6) The reactants are [CH3:1][C:2]1[N:11]([CH3:12])[C:10](=[O:13])[C:9]2[C:4](=[CH:5][CH:6]=[CH:7][CH:8]=2)[N:3]=1.[C:14]1([CH3:22])[CH:19]=[CH:18][CH:17]=[C:16]([CH:20]=O)[CH:15]=1. No catalyst specified. The product is [CH3:12][N:11]1[C:10](=[O:13])[C:9]2[C:4](=[CH:5][CH:6]=[CH:7][CH:8]=2)[N:3]=[C:2]1[CH:1]=[CH:22][C:14]1[CH:15]=[C:16]([CH3:20])[CH:17]=[CH:18][CH:19]=1. The yield is 0.740. (7) The reactants are [Cl:1][C:2]1[CH:3]=[C:4]([CH:7]=[C:8]([Cl:10])[CH:9]=1)[CH:5]=[O:6].[F:11][C:12]([Si](C)(C)C)([F:14])[F:13].[F-].C([N+](CCCC)(CCCC)CCCC)CCC. The catalyst is O1CCCC1.Cl.O. The product is [Cl:1][C:2]1[CH:3]=[C:4]([CH:5]([OH:6])[C:12]([F:14])([F:13])[F:11])[CH:7]=[C:8]([Cl:10])[CH:9]=1. The yield is 0.600. (8) The reactants are C(N(CC)CC)C.ClC(OCC(C)C)=O.[CH3:16][O:17][C:18]1[CH:27]=[C:26]2[C:21]([C:22](=[O:39])[C:23]([C:36]([OH:38])=O)=[CH:24][N:25]2[C:28]([CH2:31][C:32]([CH3:35])([CH3:34])[CH3:33])([CH3:30])[CH3:29])=[CH:20][N:19]=1.Cl.[CH3:41][NH:42][O:43][CH3:44]. The catalyst is C(Cl)(Cl)Cl.[NH4+].[Cl-].C(Cl)Cl. The product is [CH3:44][O:43][N:42]([CH3:41])[C:36]([C:23]1[C:22](=[O:39])[C:21]2[C:26](=[CH:27][C:18]([O:17][CH3:16])=[N:19][CH:20]=2)[N:25]([C:28]([CH2:31][C:32]([CH3:33])([CH3:34])[CH3:35])([CH3:30])[CH3:29])[CH:24]=1)=[O:38]. The yield is 0.930. (9) The reactants are [CH2:1]([O:3][C:4]([C:6]1[CH:7]=[N:8][N:9]([C:11]2[N:15]([CH2:16][O:17][CH2:18][CH2:19][O:20][CH3:21])[C:14]3[CH:22]=[C:23]([Cl:27])[C:24]([NH2:26])=[CH:25][C:13]=3[N:12]=2)[CH:10]=1)=[O:5])[CH3:2].N[C:29]1[C:45](Cl)=[CH:44][C:32]2NC(N3C=C(C(O)=O)C=N3)=N[C:31]=2[CH:30]=1.BrC1C=CC=CC=1.CC(C)([O-])C.[Na+]. The catalyst is C1C=CC(/C=C/C(/C=C/C2C=CC=CC=2)=O)=CC=1.C1C=CC(/C=C/C(/C=C/C2C=CC=CC=2)=O)=CC=1.[Pd].CC(P(C(C)(C)C)[C-]1C=CC=C1)(C)C.C1C=CC([C-]2C(C3C=CC=CC=3)=C(C3C=CC=CC=3)C(C3C=CC=CC=3)=C2C2C=CC=CC=2)=CC=1.[Fe+2]. The product is [CH2:1]([O:3][C:4]([C:6]1[CH:7]=[N:8][N:9]([C:11]2[N:15]([CH2:16][O:17][CH2:18][CH2:19][O:20][CH3:21])[C:14]3[CH:22]=[C:23]([Cl:27])[C:24]([NH:26][C:29]4[CH:45]=[CH:44][CH:32]=[CH:31][CH:30]=4)=[CH:25][C:13]=3[N:12]=2)[CH:10]=1)=[O:5])[CH3:2]. The yield is 0.0600. (10) The reactants are [CH3:1][O:2][C:3]([C:5]1([C:8]2[CH:13]=[CH:12][C:11]([O:14][CH2:15][CH2:16][C:17]([O:19]C(C)(C)C)=[O:18])=[CH:10][CH:9]=2)[CH2:7][CH2:6]1)=[O:4]. The catalyst is Cl. The product is [CH3:1][O:2][C:3]([C:5]1([C:8]2[CH:13]=[CH:12][C:11]([O:14][CH2:15][CH2:16][C:17]([OH:19])=[O:18])=[CH:10][CH:9]=2)[CH2:7][CH2:6]1)=[O:4]. The yield is 0.960.